This data is from NCI-60 drug combinations with 297,098 pairs across 59 cell lines. The task is: Regression. Given two drug SMILES strings and cell line genomic features, predict the synergy score measuring deviation from expected non-interaction effect. (1) Drug 1: CN(C(=O)NC(C=O)C(C(C(CO)O)O)O)N=O. Drug 2: C1CNP(=O)(OC1)N(CCCl)CCCl. Cell line: SK-OV-3. Synergy scores: CSS=-3.35, Synergy_ZIP=0.414, Synergy_Bliss=-3.41, Synergy_Loewe=-3.99, Synergy_HSA=-5.84. (2) Drug 1: C1=NC2=C(N=C(N=C2N1C3C(C(C(O3)CO)O)O)F)N. Drug 2: C(=O)(N)NO. Cell line: SF-539. Synergy scores: CSS=2.27, Synergy_ZIP=-0.610, Synergy_Bliss=-1.21, Synergy_Loewe=0.188, Synergy_HSA=-1.52. (3) Drug 1: C1=NC2=C(N=C(N=C2N1C3C(C(C(O3)CO)O)O)F)N. Drug 2: CCC1(C2=C(COC1=O)C(=O)N3CC4=CC5=C(C=CC(=C5CN(C)C)O)N=C4C3=C2)O.Cl. Cell line: A549. Synergy scores: CSS=29.3, Synergy_ZIP=1.44, Synergy_Bliss=2.66, Synergy_Loewe=-6.91, Synergy_HSA=4.99.